This data is from Full USPTO retrosynthesis dataset with 1.9M reactions from patents (1976-2016). The task is: Predict the reactants needed to synthesize the given product. (1) Given the product [Br:1][C:2]1[CH:3]=[N:4][C:5]2[C:10]([CH:11]=1)=[CH:9][C:8]([NH2:12])=[CH:7][C:6]=2[I:15], predict the reactants needed to synthesize it. The reactants are: [Br:1][C:2]1[CH:3]=[N:4][C:5]2[C:10]([CH:11]=1)=[CH:9][C:8]([N+:12]([O-])=O)=[CH:7][C:6]=2[I:15].Cl. (2) Given the product [CH2:47]([O:16][C:15](=[O:17])[CH2:14][CH2:13][CH2:12][N:10]1[C:9]2[CH:18]=[CH:19][CH:20]=[C:21](/[CH:22]=[CH:23]/[C:24]3[CH:29]=[CH:28][C:27]([O:30][CH2:31][CH2:32][CH2:33][CH2:34][C:35]4[CH:36]=[CH:37][CH:38]=[CH:39][CH:40]=4)=[CH:26][CH:25]=3)[C:8]=2[O:7][CH:6]([C:4]([O:3][CH2:1][CH3:2])=[O:5])[CH2:11]1)[CH3:48], predict the reactants needed to synthesize it. The reactants are: [CH2:1]([O:3][C:4]([CH:6]1[CH2:11][N:10]([CH2:12][CH2:13][CH2:14][C:15]([OH:17])=[O:16])[C:9]2[CH:18]=[CH:19][CH:20]=[C:21](/[CH:22]=[CH:23]/[C:24]3[CH:29]=[CH:28][C:27]([O:30][CH2:31][CH2:32][CH2:33][CH2:34][C:35]4[CH:40]=[CH:39][CH:38]=[CH:37][CH:36]=4)=[CH:26][CH:25]=3)[C:8]=2[O:7]1)=[O:5])[CH3:2].C(=O)([O-])[O-].[K+].[K+].[CH2:47](I)[CH3:48].O. (3) Given the product [Br:2][C:3]1[CH:8]=[CH:7][C:6]([NH:9][N:10]=[C:16]2[CH2:18][CH:19]3[N:20]([C:34]([O:33][C:29]([CH3:32])([CH3:31])[CH3:30])=[O:35])[CH:14]([CH2:13][CH2:12]3)[CH2:15]2)=[C:5]([Cl:11])[CH:4]=1, predict the reactants needed to synthesize it. The reactants are: Cl.[Br:2][C:3]1[CH:8]=[CH:7][C:6]([NH:9][NH2:10])=[C:5]([Cl:11])[CH:4]=1.[CH2:12]1[CH:19]2[NH:20][CH:14]([CH2:15][C:16]([CH2:18]2)=O)[CH2:13]1.Cl.Cl.C(=O)([O-])[O-].[K+].[K+].[C:29]([O:33][C:34](O[C:34]([O:33][C:29]([CH3:32])([CH3:31])[CH3:30])=[O:35])=[O:35])([CH3:32])([CH3:31])[CH3:30]. (4) Given the product [N+:25]([C:22]1[CH:21]=[CH:20][C:19]([C:6]2[N:7]([CH2:11][CH2:12][N:13]3[CH2:14][CH2:15][CH2:16][CH2:17][CH2:18]3)[C:8]3[C:4]([CH:5]=2)=[CH:3][C:2]([NH2:45])=[CH:10][CH:9]=3)=[CH:24][CH:23]=1)([O-:27])=[O:26], predict the reactants needed to synthesize it. The reactants are: Br[C:2]1[CH:3]=[C:4]2[C:8](=[CH:9][CH:10]=1)[N:7]([CH2:11][CH2:12][N:13]1[CH2:18][CH2:17][CH2:16][CH2:15][CH2:14]1)[C:6]([C:19]1[CH:24]=[CH:23][C:22]([N+:25]([O-:27])=[O:26])=[CH:21][CH:20]=1)=[CH:5]2.C(P(C(C)(C)C)C(C)(C)C)(C)(C)C.C[Si]([N-:45][Si](C)(C)C)(C)C.[Li+].C(OCC)(=O)C. (5) The reactants are: CO.C([O:10][C:11]1[C:12]([CH3:30])=[C:13]([CH3:29])[C:14]([NH:18][C:19](=[O:28])[CH2:20][CH2:21][C:22]2[CH:27]=[CH:26][CH:25]=[CH:24][CH:23]=2)=[N:15][C:16]=1[CH3:17])C1C=CC=CC=1. Given the product [OH:10][C:11]1[C:12]([CH3:30])=[C:13]([CH3:29])[C:14]([NH:18][C:19](=[O:28])[CH2:20][CH2:21][C:22]2[CH:23]=[CH:24][CH:25]=[CH:26][CH:27]=2)=[N:15][C:16]=1[CH3:17], predict the reactants needed to synthesize it. (6) Given the product [CH2:16]([N:19]([S:42]([CH2:45][C:46]1[CH:47]=[CH:48][CH:49]=[CH:50][CH:51]=1)(=[O:44])=[O:43])[C:20]([CH:22]1[CH2:23][CH2:24][N:25]([C:28]2[C:29]([C:40]#[N:41])=[CH:30][C:31]([C:35]([O:37][CH2:38][CH3:39])=[O:36])=[C:32]([O:6][S:7]([C:10]([F:11])([F:12])[F:13])(=[O:8])=[O:9])[N:33]=2)[CH2:26][CH2:27]1)=[O:21])[CH:17]=[CH2:18], predict the reactants needed to synthesize it. The reactants are: FC(F)(F)S([O:6][S:7]([C:10]([F:13])([F:12])[F:11])(=[O:9])=[O:8])(=O)=O.[CH2:16]([N:19]([S:42]([CH2:45][C:46]1[CH:51]=[CH:50][CH:49]=[CH:48][CH:47]=1)(=[O:44])=[O:43])[C:20]([CH:22]1[CH2:27][CH2:26][N:25]([C:28]2[NH:33][C:32](=O)[C:31]([C:35]([O:37][CH2:38][CH3:39])=[O:36])=[CH:30][C:29]=2[C:40]#[N:41])[CH2:24][CH2:23]1)=[O:21])[CH:17]=[CH2:18].C([O-])(O)=O.[Na+].